Dataset: Full USPTO retrosynthesis dataset with 1.9M reactions from patents (1976-2016). Task: Predict the reactants needed to synthesize the given product. (1) Given the product [F:17][CH:16]([F:18])[CH2:15][O:14][C:5]1[C:6]2[C:11](=[CH:10][CH:9]=[C:8]([O:12][CH3:13])[CH:7]=2)[C:2]([F:19])=[N:3][CH:4]=1, predict the reactants needed to synthesize it. The reactants are: Cl[C:2]1[C:11]2[C:6](=[CH:7][C:8]([O:12][CH3:13])=[CH:9][CH:10]=2)[C:5]([O:14][CH2:15][CH:16]([F:18])[F:17])=[CH:4][N:3]=1.[F-:19].[Cs+]. (2) Given the product [Cl:1][C:2]1[CH:38]=[N:37][C:5]2[NH:6][C:7]3[C:12]([C:4]=2[CH:3]=1)=[CH:11][C:10]([C:13]1[CH:27]=[CH:26][C:16]([O:17][CH2:18][CH2:19][CH2:20][N:21]([CH2:22][CH3:23])[CH2:24][CH3:25])=[CH:15][CH:14]=1)=[CH:9][CH:8]=3, predict the reactants needed to synthesize it. The reactants are: [Cl:1][C:2]1[CH:38]=[N:37][C:5]2[N:6](S(C3C=CC=CC=3)(=O)=O)[C:7]3[C:12]([C:4]=2[CH:3]=1)=[CH:11][C:10]([C:13]1[CH:27]=[CH:26][C:16]([O:17][CH2:18][CH2:19][CH2:20][N:21]([CH2:24][CH3:25])[CH2:22][CH3:23])=[CH:15][CH:14]=1)=[CH:9][CH:8]=3. (3) Given the product [CH2:1]([O:3][C:4]([C:6]1[N:7]=[C:8]([C:17]2[CH:18]=[CH:19][C:14]([O:13][CH3:12])=[CH:15][CH:16]=2)[S:9][CH:10]=1)=[O:5])[CH3:2], predict the reactants needed to synthesize it. The reactants are: [CH2:1]([O:3][C:4]([C:6]1[N:7]=[C:8](Br)[S:9][CH:10]=1)=[O:5])[CH3:2].[CH3:12][O:13][C:14]1[CH:19]=[CH:18][C:17](B(O)O)=[CH:16][CH:15]=1.COC1C=CC=C(OC)C=1C1C=CC=CC=1P(C1CCCCC1)C1CCCCC1.O.[O-]P([O-])([O-])=O.[K+].[K+].[K+]. (4) Given the product [Cl:1][CH2:2][C:3]1[N:4]=[C:7]([C:8]2([CH3:11])[CH2:10][CH2:9]2)[O:6][N:5]=1, predict the reactants needed to synthesize it. The reactants are: [Cl:1][CH2:2][C:3]([NH:5][OH:6])=[NH:4].[CH3:7][C:8]1([C:11](Cl)=O)[CH2:10][CH2:9]1.C(N(CC)CC)C.[Cl-].[Na+]. (5) Given the product [C:1]([NH:4][C@:5]1([C@@H:54]([CH2:56][CH3:57])[CH3:55])[CH2:9][CH2:8][N:7]([C@@H:10]([CH2:45][CH2:46][C:47]2[CH:48]=[CH:49][CH:50]=[CH:51][CH:52]=2)[C:11]([NH:13][C@@H:14]([CH2:36][C:37]2[CH:38]=[C:39]([F:44])[CH:40]=[C:41]([F:43])[CH:42]=2)[C@H:15]([OH:16])[C@H:17]2[CH2:22][C@@H:21]([OH:61])[CH2:20][NH:18]2)=[O:12])[C:6]1=[O:53])(=[O:3])[CH3:2], predict the reactants needed to synthesize it. The reactants are: [C:1]([NH:4][C@:5]1([C@@H:54]([CH2:56][CH3:57])[CH3:55])[CH2:9][CH2:8][N:7]([C@@H:10]([CH2:45][CH2:46][C:47]2[CH:52]=[CH:51][CH:50]=[CH:49][CH:48]=2)[C:11]([NH:13][C@@H:14]([CH2:36][C:37]2[CH:42]=[C:41]([F:43])[CH:40]=[C:39]([F:44])[CH:38]=2)[C@@H:15]([C@H:17]2[CH2:22][CH2:21][CH2:20]C[N:18]2C(C2C=CC=CC=2)C2C=CC=CC=2)[OH:16])=[O:12])[C:6]1=[O:53])(=[O:3])[CH3:2].N[C@@H](CC1C=C(F)C=C(F)C=1)[C@@H]([C@@H]1N(C(C2C=CC=CC=2)C2C=CC=CC=2)C[C@H](O)C1)[OH:61].FC1C=C(C=C(F)C=1)C[C@H]1[C@@H]([C@H]2C[C@@H](O)CN2C(C2C=CC=CC=2)C2C=CC=CC=2)OC(=O)N1.[Li+].[OH-]. (6) Given the product [CH:2]([N:5]1[C:13]2[C:8](=[CH:9][C:10]([O:14][CH:15]3[CH2:20][CH2:19][N:18]([CH:21]([CH3:23])[CH3:22])[CH2:17][CH2:16]3)=[CH:11][CH:12]=2)[CH:7]=[C:6]1[C:24]([N:26]1[CH2:27][CH2:28][N:29]([C:32](=[O:34])[CH3:33])[CH2:30][CH2:31]1)=[O:25])([CH3:3])[CH3:4], predict the reactants needed to synthesize it. The reactants are: Cl.[CH:2]([N:5]1[C:13]2[C:8](=[CH:9][C:10]([O:14][CH:15]3[CH2:20][CH2:19][N:18]([CH:21]([CH3:23])[CH3:22])[CH2:17][CH2:16]3)=[CH:11][CH:12]=2)[CH:7]=[C:6]1[C:24]([N:26]1[CH2:31][CH2:30][NH:29][CH2:28][CH2:27]1)=[O:25])([CH3:4])[CH3:3].[C:32](Cl)(=[O:34])[CH3:33]. (7) Given the product [C:40]([NH:1][CH:2]1[CH2:6][CH2:5][N:4]([C:7]2[CH:8]=[N:9][C:10]([O:16][C:17]3[CH:18]=[CH:19][C:20]([O:23][C:24]4[CH:29]=[CH:28][CH:27]=[C:26]([F:30])[CH:25]=4)=[CH:21][CH:22]=3)=[C:11]([CH:15]=2)[C:12]([NH2:14])=[O:13])[CH2:3]1)(=[O:43])[CH:41]=[CH2:42], predict the reactants needed to synthesize it. The reactants are: [NH2:1][CH:2]1[CH2:6][CH2:5][N:4]([C:7]2[CH:8]=[N:9][C:10]([O:16][C:17]3[CH:22]=[CH:21][C:20]([O:23][C:24]4[CH:29]=[CH:28][CH:27]=[C:26]([F:30])[CH:25]=4)=[CH:19][CH:18]=3)=[C:11]([CH:15]=2)[C:12]([NH2:14])=[O:13])[CH2:3]1.C(N(CC)C(C)C)(C)C.[C:40](Cl)(=[O:43])[CH:41]=[CH2:42]. (8) Given the product [CH2:45]([N:52]1[CH2:59][CH:58]2[CH2:57][N:56]([C:4]([C:3]3[CH:7]=[C:8]([CH:9]=[CH:10][C:2]=3[F:1])[CH2:11][C:12]3[C:21]4[C:16](=[CH:17][CH:18]=[CH:19][CH:20]=4)[C:15](=[O:22])[NH:14][N:13]=3)=[O:6])[CH2:55][CH:54]2[CH2:53]1)[C:46]1[CH:47]=[CH:48][CH:49]=[CH:50][CH:51]=1, predict the reactants needed to synthesize it. The reactants are: [F:1][C:2]1[CH:10]=[CH:9][C:8]([CH2:11][C:12]2[C:21]3[C:16](=[CH:17][CH:18]=[CH:19][CH:20]=3)[C:15](=[O:22])[NH:14][N:13]=2)=[CH:7][C:3]=1[C:4]([OH:6])=O.CN(C(ON1N=NC2C=CC=CC1=2)=[N+](C)C)C.[B-](F)(F)(F)F.[CH2:45]([N:52]1[CH2:59][CH:58]2[CH:54]([CH2:55][NH:56][CH2:57]2)[CH2:53]1)[C:46]1[CH:51]=[CH:50][CH:49]=[CH:48][CH:47]=1.CCN(C(C)C)C(C)C. (9) Given the product [Br:35][CH2:36][CH2:37][CH:38]([C:26]1[C:25]([CH:22]([CH3:24])[CH3:23])=[CH:31][CH:30]=[CH:29][C:28]=1[CH:32]([CH3:34])[CH3:33])[C:39]([NH2:3])=[O:41], predict the reactants needed to synthesize it. The reactants are: CC[N:3]=C=NCCCN(C)C.C1C=CC2N(O)N=NC=2C=1.[CH:22]([C:25]1[CH:31]=[CH:30][CH:29]=[C:28]([CH:32]([CH3:34])[CH3:33])[C:26]=1N)([CH3:24])[CH3:23].[Br:35][CH2:36][CH2:37][CH2:38][C:39]([OH:41])=O. (10) Given the product [F:10][C:9]1([F:11])[C:18]2([OH:23])[CH2:19][CH2:20][CH2:21][CH2:22][CH:17]2[O:13][C:8]1([C:7]([F:15])([F:14])[F:6])[OH:25], predict the reactants needed to synthesize it. The reactants are: C([Li])CCC.[F:6][C:7]([F:15])([F:14])[CH:8]([OH:13])[C:9](F)([F:11])[F:10].Cl[CH:17]1[CH2:22][CH2:21][CH2:20][CH2:19][C:18]1=[O:23].Cl.[OH-:25].[Na+].